This data is from Catalyst prediction with 721,799 reactions and 888 catalyst types from USPTO. The task is: Predict which catalyst facilitates the given reaction. (1) Reactant: [Cl:1][C:2]1[S:6][CH:5]=[N:4][C:3]=1[C:7]#[N:8].C[O-].[Na+].[Cl-].[NH4+:13]. Product: [ClH:1].[Cl:1][C:2]1[S:6][CH:5]=[N:4][C:3]=1[C:7]([NH2:13])=[NH:8]. The catalyst class is: 5. (2) Reactant: [CH3:1][CH:2]([CH3:20])[C:3]([C:5]1[C:6]([C:14]2[CH:19]=[CH:18][CH:17]=[CH:16][CH:15]=2)=[N:7][N:8]2[CH:13]=[CH:12][CH:11]=[CH:10][C:9]=12)=O.Cl.[NH2:22][OH:23].[OH-].[Na+].Cl. Product: [CH3:1][CH:2]([CH3:20])[C:3]([C:5]1[C:6]([C:14]2[CH:19]=[CH:18][CH:17]=[CH:16][CH:15]=2)=[N:7][N:8]2[CH:13]=[CH:12][CH:11]=[CH:10][C:9]=12)=[N:22][OH:23]. The catalyst class is: 88. (3) Reactant: [CH3:1][S:2]([N:5]1[CH2:10][CH2:9][C:8](=O)[CH2:7][CH2:6]1)(=[O:4])=[O:3].[CH3:12][O:13][CH2:14][CH2:15][NH2:16].C(O)(=O)C.C(O[BH-](OC(=O)C)OC(=O)C)(=O)C.[Na+]. Product: [CH3:1][S:2]([N:5]1[CH2:10][CH2:9][CH:8]([NH:16][CH2:15][CH2:14][O:13][CH3:12])[CH2:7][CH2:6]1)(=[O:4])=[O:3]. The catalyst class is: 417. (4) Reactant: [CH3:1][N:2]([CH2:12][CH2:13][N:14]1[C:23]2[C:18](=[CH:19][CH:20]=[C:21]([NH:24][C:25]([C:27]3[S:28][CH:29]=[CH:30][CH:31]=3)=[NH:26])[CH:22]=2)[CH2:17][CH2:16][CH2:15]1)C(=O)OC1C=CC=CC=1.O.[OH-].[Na+]. Product: [CH3:1][NH:2][CH2:12][CH2:13][N:14]1[C:23]2[C:18](=[CH:19][CH:20]=[C:21]([NH:24][C:25]([C:27]3[S:28][CH:29]=[CH:30][CH:31]=3)=[NH:26])[CH:22]=2)[CH2:17][CH2:16][CH2:15]1. The catalyst class is: 511. (5) Reactant: N[C:2]1[CH:3]=[CH:4][C:5]([S:24]([CH:27]([CH3:29])[CH3:28])(=[O:26])=[O:25])=[C:6]([C@@H:8]2[C@@H:12]([C:13]([O:15][CH3:16])=[O:14])[CH2:11][CH2:10][N:9]2C(OC(C)(C)C)=O)[CH:7]=1.[Cl:30][C:31]([O:33][CH3:34])=[O:32].Cl. Product: [ClH:30].[CH:27]([S:24]([C:5]1[CH:4]=[CH:3][C:2]([C:31]([O:33][CH3:34])=[O:32])=[CH:7][C:6]=1[C@H:8]1[C@@H:12]([C:13]([O:15][CH3:16])=[O:14])[CH2:11][CH2:10][NH:9]1)(=[O:25])=[O:26])([CH3:28])[CH3:29]. The catalyst class is: 17.